This data is from Forward reaction prediction with 1.9M reactions from USPTO patents (1976-2016). The task is: Predict the product of the given reaction. (1) Given the reactants [C:1]1([CH:7]([C:29]2[CH:34]=[CH:33][CH:32]=[CH:31][CH:30]=2)[N:8]2[C:12]3=[N:13][CH:14]=[CH:15][CH:16]=[C:11]3[CH:10]([C:17]3[C:26]([OH:27])=[CH:25][C:20]4[O:21][CH2:22][CH2:23][O:24][C:19]=4[CH:18]=3)[C:9]2=[O:28])[CH:6]=[CH:5][CH:4]=[CH:3][CH:2]=1.Cl[CH2:36]I.C(=O)([O-])[O-].[Cs+].[Cs+], predict the reaction product. The product is: [C:29]1([CH:7]([C:1]2[CH:2]=[CH:3][CH:4]=[CH:5][CH:6]=2)[N:8]2[C:12]3=[N:13][CH:14]=[CH:15][CH:16]=[C:11]3[C:10]3([C:17]4[C:26](=[CH:25][C:20]5[O:21][CH2:22][CH2:23][O:24][C:19]=5[CH:18]=4)[O:27][CH2:36]3)[C:9]2=[O:28])[CH:30]=[CH:31][CH:32]=[CH:33][CH:34]=1. (2) Given the reactants [F:1][C:2]1[C:3]([NH:18][C@@H:19]2[CH2:24][CH2:23][CH2:22][N:21]([C:25](=[O:28])[CH:26]=[CH2:27])[CH2:20]2)=[N:4][C:5]([NH:8][C:9]2[CH:10]=[C:11]3[C:15](=[CH:16][CH:17]=2)[CH2:14][NH:13][CH2:12]3)=[N:6][CH:7]=1.[O:29]1[CH2:34][CH2:33][C:32](=O)[CH2:31][CH2:30]1.[BH3-]C#N.[Na+], predict the reaction product. The product is: [F:1][C:2]1[C:3]([NH:18][C@@H:19]2[CH2:24][CH2:23][CH2:22][N:21]([C:25](=[O:28])[CH:26]=[CH2:27])[CH2:20]2)=[N:4][C:5]([NH:8][C:9]2[CH:10]=[C:11]3[C:15](=[CH:16][CH:17]=2)[CH2:14][N:13]([CH:32]2[CH2:33][CH2:34][O:29][CH2:30][CH2:31]2)[CH2:12]3)=[N:6][CH:7]=1. (3) Given the reactants [Cl:1][C:2]1[CH:3]=[C:4]([CH:25]=[CH:26][CH:27]=1)[CH2:5][O:6][C:7]1[CH:16]=[C:15]2[C:10]([CH:11]=[C:12]([C:17]([CH3:24])([CH3:23])[C:18]([O:20]CC)=[O:19])[CH:13]=[N:14]2)=[CH:9][CH:8]=1.[Li+].[OH-], predict the reaction product. The product is: [Cl:1][C:2]1[CH:3]=[C:4]([CH:25]=[CH:26][CH:27]=1)[CH2:5][O:6][C:7]1[CH:16]=[C:15]2[C:10]([CH:11]=[C:12]([C:17]([CH3:24])([CH3:23])[C:18]([OH:20])=[O:19])[CH:13]=[N:14]2)=[CH:9][CH:8]=1. (4) Given the reactants [O:1]1[CH2:6][CH2:5][N:4]([CH2:7][CH2:8][OH:9])[CH2:3][CH2:2]1.C(NC(C)C)(C)C.[I:17][C:18]1[CH:26]=[CH:25][C:21]([C:22](Cl)=[O:23])=[CH:20][CH:19]=1.NCCN(CCN)CCN, predict the reaction product. The product is: [I:17][C:18]1[CH:26]=[CH:25][C:21]([C:22]([O:9][CH2:8][CH2:7][N:4]2[CH2:5][CH2:6][O:1][CH2:2][CH2:3]2)=[O:23])=[CH:20][CH:19]=1. (5) Given the reactants [NH2:1][C:2]1[CH:23]=[CH:22][C:5]([O:6][C:7]2[CH:16]=[CH:15][N:14]=[C:13]3[C:8]=2[C:9]2[CH:21]=[CH:20][CH:19]=[CH:18][C:10]=2[C:11](=[O:17])[NH:12]3)=[CH:4][CH:3]=1.ClC(Cl)(Cl)C[O:27][C:28](=O)[NH:29][C:30]1[N:31]([C:39]2[CH:40]=[C:41]([CH3:45])[CH:42]=[CH:43][CH:44]=2)[N:32]=[C:33]([C:35]([CH3:38])([CH3:37])[CH3:36])[CH:34]=1.CCN(C(C)C)C(C)C, predict the reaction product. The product is: [C:35]([C:33]1[CH:34]=[C:30]([NH:29][C:28]([NH:1][C:2]2[CH:23]=[CH:22][C:5]([O:6][C:7]3[CH:16]=[CH:15][N:14]=[C:13]4[C:8]=3[C:9]3[CH:21]=[CH:20][CH:19]=[CH:18][C:10]=3[C:11](=[O:17])[NH:12]4)=[CH:4][CH:3]=2)=[O:27])[N:31]([C:39]2[CH:40]=[C:41]([CH3:45])[CH:42]=[CH:43][CH:44]=2)[N:32]=1)([CH3:38])([CH3:36])[CH3:37]. (6) Given the reactants [C:1]([N:4]1[C:13]2[C:8](=[CH:9][C:10]([C:14]#[N:15])=[CH:11][CH:12]=2)[C@H:7]([NH:16][C:17]2[N:22]=[C:21]([CH2:23][O:24][Si](C(C)(C)C)(C)C)[CH:20]=[CH:19][N:18]=2)[C@@H:6]([CH3:32])[C@@H:5]1[CH:33]1[CH2:35][CH2:34]1)(=[O:3])[CH3:2].C1COCC1, predict the reaction product. The product is: [C:1]([N:4]1[C:13]2[C:8](=[CH:9][C:10]([C:14]#[N:15])=[CH:11][CH:12]=2)[C@H:7]([NH:16][C:17]2[N:22]=[C:21]([CH2:23][OH:24])[CH:20]=[CH:19][N:18]=2)[C@@H:6]([CH3:32])[C@@H:5]1[CH:33]1[CH2:35][CH2:34]1)(=[O:3])[CH3:2]. (7) Given the reactants Cl.C1C2C(COC([N:19]3[CH2:24][C@@H:23]([C:25](=[O:44])[N:26]([CH2:30][C:31]4[CH:36]=[CH:35][C:34]([Cl:37])=[C:33]([O:38][CH2:39][CH2:40][CH2:41][O:42][CH3:43])[CH:32]=4)[CH:27]4[CH2:29][CH2:28]4)[CH2:22][C@@H:21]([NH2:45])[CH2:20]3)=O)C3C(=CC=CC=3)C=2C=CC=1.[C:46](O[C:46]([O:48][C:49]([CH3:52])([CH3:51])[CH3:50])=[O:47])([O:48][C:49]([CH3:52])([CH3:51])[CH3:50])=[O:47], predict the reaction product. The product is: [C:49]([O:48][C:46](=[O:47])[NH:45][C@@H:21]1[CH2:22][C@H:23]([C:25](=[O:44])[N:26]([CH2:30][C:31]2[CH:36]=[CH:35][C:34]([Cl:37])=[C:33]([O:38][CH2:39][CH2:40][CH2:41][O:42][CH3:43])[CH:32]=2)[CH:27]2[CH2:29][CH2:28]2)[CH2:24][NH:19][CH2:20]1)([CH3:52])([CH3:51])[CH3:50]. (8) Given the reactants [CH2:1]1[O:5][C@@H:4]2[C@H:6]([OH:9])[CH2:7][O:8][C@@H:3]2[C@@H:2]1[OH:10].[C:11]1([CH3:21])[CH:16]=[CH:15][C:14]([S:17](Cl)(=[O:19])=[O:18])=[CH:13][CH:12]=1.[OH-:22].[K+], predict the reaction product. The product is: [CH3:21][C:11]1[CH:16]=[CH:15][C:14]([S:17]([O:10][C@@H:2]2[CH2:1][O:5][C@@H:4]3[C@H:6]([O:9][S:17]([C:14]4[CH:15]=[CH:16][C:11]([CH3:21])=[CH:12][CH:13]=4)(=[O:18])=[O:22])[CH2:7][O:8][C@H:3]23)(=[O:19])=[O:18])=[CH:13][CH:12]=1.